From a dataset of TCR-epitope binding with 47,182 pairs between 192 epitopes and 23,139 TCRs. Binary Classification. Given a T-cell receptor sequence (or CDR3 region) and an epitope sequence, predict whether binding occurs between them. (1) The TCR CDR3 sequence is CASSQDRRPEAFF. Result: 0 (the TCR does not bind to the epitope). The epitope is RPHERNGFTVL. (2) The epitope is IQYIDIGNY. The TCR CDR3 sequence is CASSQLAVPTDTQYF. Result: 0 (the TCR does not bind to the epitope). (3) The epitope is SEPVLKGVKL. The TCR CDR3 sequence is CASKSDTQYF. Result: 0 (the TCR does not bind to the epitope). (4) The epitope is GMFNMLSTVLGVS. The TCR CDR3 sequence is CASNNRGSTDTQYF. Result: 0 (the TCR does not bind to the epitope). (5) The epitope is TEILPVSMTK. The TCR CDR3 sequence is CASSGNEQDLQPQHF. Result: 0 (the TCR does not bind to the epitope). (6) Result: 1 (the TCR binds to the epitope). The epitope is GILGFVFTL. The TCR CDR3 sequence is CRAEEGERGMRSYNEQFF.